From a dataset of Forward reaction prediction with 1.9M reactions from USPTO patents (1976-2016). Predict the product of the given reaction. (1) Given the reactants [Cl:1][C:2]1[CH:29]=[CH:28][C:5]([CH2:6][NH:7][C:8]([C:10]2[C:11](=[O:27])[C:12]3[CH:19]=[C:18]([CH2:20][NH:21][CH2:22][CH:23]([OH:26])[CH2:24]Cl)[O:17][C:13]=3[N:14]([CH3:16])[CH:15]=2)=[O:9])=[CH:4][CH:3]=1.[NH2:30][C:31]1[N:35]=[C:34]([SH:36])[NH:33][N:32]=1.[CH:37](N(C(C)C)CC)(C)C.[Na+].[Cl-], predict the reaction product. The product is: [NH2:30][C:31]1[N:35]=[C:34]([S:36][CH2:24][CH:23]([OH:26])[CH2:22][N:21]([CH2:20][C:18]2[O:17][C:13]3[N:14]([CH3:16])[CH:15]=[C:10]([C:8]([NH:7][CH2:6][C:5]4[CH:28]=[CH:29][C:2]([Cl:1])=[CH:3][CH:4]=4)=[O:9])[C:11](=[O:27])[C:12]=3[CH:19]=2)[CH3:37])[NH:33][N:32]=1. (2) Given the reactants [Cl:1][C:2]1[CH:3]=[C:4]([C:9]2([C:23]([F:26])([F:25])[F:24])[O:13][N:12]=[C:11]([C:14]3[CH:15]=[C:16]4[C:20](=[CH:21][CH:22]=3)[NH:19][CH2:18][CH2:17]4)[CH2:10]2)[CH:5]=[C:6]([Cl:8])[CH:7]=1.C(N(CC)CC)C.[CH2:34]([N:36]=[C:37]=[O:38])[CH3:35], predict the reaction product. The product is: [Cl:1][C:2]1[CH:3]=[C:4]([C:9]2([C:23]([F:25])([F:24])[F:26])[O:13][N:12]=[C:11]([C:14]3[CH:15]=[C:16]4[C:20](=[CH:21][CH:22]=3)[N:19]([C:37]([NH:36][CH2:34][CH3:35])=[O:38])[CH2:18][CH2:17]4)[CH2:10]2)[CH:5]=[C:6]([Cl:8])[CH:7]=1. (3) Given the reactants [CH3:1][O:2][C:3]1[CH:4]=[C:5]([Mg]Br)[CH:6]=[CH:7][C:8]=1[O:9][CH3:10].[C:13]1(=[O:23])[O:18][C:16](=[O:17])[C@H:15]2[CH2:19][CH:20]=[CH:21][CH2:22][C@@H:14]12, predict the reaction product. The product is: [CH3:1][O:2][C:3]1[CH:4]=[C:5]([CH:6]=[CH:7][C:8]=1[O:9][CH3:10])[C:13]([CH:14]1[CH:15]([C:16]([OH:18])=[O:17])[CH2:19][CH:20]=[CH:21][CH2:22]1)=[O:23]. (4) Given the reactants [CH3:1][O:2][C:3]1[CH:4]=[C:5]([S:11][CH2:12][C:13]#[N:14])[CH:6]=[CH:7][C:8]=1[O:9][CH3:10].[BH4-].[Na+].B(F)(F)F.CCOCC.C(Cl)Cl.CO, predict the reaction product. The product is: [CH3:1][O:2][C:3]1[CH:4]=[C:5]([S:11][CH2:12][CH2:13][NH2:14])[CH:6]=[CH:7][C:8]=1[O:9][CH3:10].